Dataset: Catalyst prediction with 721,799 reactions and 888 catalyst types from USPTO. Task: Predict which catalyst facilitates the given reaction. Reactant: C[C:2]1[CH:7]=[CH:6][C:5]([CH2:8][C:9]([CH3:14])([N+:11]([O-])=O)[CH3:10])=[CH:4][CH:3]=1.[H][H].[CH2:17]([OH:19])C. Product: [CH3:10][C:9]([NH2:11])([CH3:14])[CH2:8][C:5]1[CH:6]=[CH:7][C:2]([O:19][CH3:17])=[CH:3][CH:4]=1. The catalyst class is: 181.